Dataset: Experimentally validated miRNA-target interactions with 360,000+ pairs, plus equal number of negative samples. Task: Binary Classification. Given a miRNA mature sequence and a target amino acid sequence, predict their likelihood of interaction. The miRNA is mmu-miR-361-5p with sequence UUAUCAGAAUCUCCAGGGGUAC. The protein sequence of the target gene is MEEKYGGDARPGPGGGLGPVDVPSARLTRYILLLCLTKCLKAVGLFESYDLLKAVHIVQFIFILKLGTAFFMVLFQKPFSSGKPITKHQWIKIFKHAVAGCIISLLWFFGLTLCGPLRTLLLFEHSDIVVISLLSVLFTSSGGGPAKTRGAAFFIIAVICLLLFDNDDLMAKMAEHPEGHHDSALTHMLYTAIAFLGVADHKGGVLLLVLALCCKVGFHTASRKLSIDVGGAKRLQALSQLVSVFLLCPWVIVLSVTTESKVESWFSLIMPFTTVIFFVMILDFYMDSVCSVKMDVSKCA.... Result: 0 (no interaction).